Dataset: Reaction yield outcomes from USPTO patents with 853,638 reactions. Task: Predict the reaction yield, written as a fraction of the theoretical maximum amount of product (1.0 means a 100% yield; for example, 0.34 means a 34% yield). (1) The reactants are O[C@@H:2]([CH3:23])[C@@H:3]([N:7]([CH3:22])[C:8]([O:10][CH2:11][CH2:12][CH2:13][CH2:14][CH2:15][C:16]1[CH:21]=[CH:20][CH:19]=[CH:18][CH:17]=1)=[O:9])[C:4]([OH:6])=[O:5].CCN(CC)CC.CN(C(ON1N=NC2C=CC=CC1=2)=[N+](C)C)C.[B-](F)(F)(F)F. The catalyst is C(Cl)Cl. The product is [C:16]1([CH2:15][CH2:14][CH2:13][CH2:12][CH2:11][O:10][C:8](=[O:9])[N:7]([CH3:22])[C@H:3]2[C:4](=[O:6])[O:5][C@H:2]2[CH3:23])[CH:21]=[CH:20][CH:19]=[CH:18][CH:17]=1. The yield is 0.230. (2) The reactants are [NH2:1][C:2]1[O:3][C:4]([CH3:11])=[CH:5][C:6](=[O:10])[C:7]=1[C:8]#[N:9]. The catalyst is Cl. The product is [OH:3][C:2]1[CH:1]=[C:4]([CH3:11])[NH:5][C:6](=[O:10])[C:7]=1[C:8]#[N:9]. The yield is 0.900. (3) The reactants are [CH3:1][C:2]1[NH:6][C:5]([CH:7]=[O:8])=[CH:4][CH:3]=1.[CH3:9][C:10]([O:13][C:14](O[C:14]([O:13][C:10]([CH3:12])([CH3:11])[CH3:9])=[O:15])=[O:15])([CH3:12])[CH3:11]. The catalyst is C(#N)C.CN(C1C=CN=CC=1)C. The product is [CH:7]([C:5]1[N:6]([C:14]([O:13][C:10]([CH3:12])([CH3:11])[CH3:9])=[O:15])[C:2]([CH3:1])=[CH:3][CH:4]=1)=[O:8]. The yield is 0.830. (4) The reactants are Br.Br[CH2:3][C:4]([C:6]1[CH:7]=[N:8][CH:9]=[CH:10][CH:11]=1)=O.[OH:12][C:13]1[CH:18]=[CH:17][C:16]([NH:19][C:20]([NH2:22])=[S:21])=[CH:15][CH:14]=1.N. The catalyst is CCO.O. The product is [N:8]1[CH:9]=[CH:10][CH:11]=[C:6]([C:4]2[N:22]=[C:20]([NH:19][C:16]3[CH:17]=[CH:18][C:13]([OH:12])=[CH:14][CH:15]=3)[S:21][CH:3]=2)[CH:7]=1. The yield is 0.950. (5) The reactants are [CH2:1]1[C:10]2[C:5](=[CH:6][CH:7]=[CH:8][CH:9]=2)[CH2:4][CH2:3][N:2]1[CH2:11][CH:12]([OH:28])[CH2:13][NH:14][C:15](=[O:27])[C:16]1[CH:21]=[CH:20][CH:19]=[C:18]([CH:22]2[CH2:26][CH2:25][NH:24][CH2:23]2)[CH:17]=1.C=O.[BH3-][C:32]#N.[Na+].CC(O)=O. The catalyst is CO. The product is [CH2:1]1[C:10]2[C:5](=[CH:6][CH:7]=[CH:8][CH:9]=2)[CH2:4][CH2:3][N:2]1[CH2:11][CH:12]([OH:28])[CH2:13][NH:14][C:15](=[O:27])[C:16]1[CH:21]=[CH:20][CH:19]=[C:18]([CH:22]2[CH2:26][CH2:25][N:24]([CH3:32])[CH2:23]2)[CH:17]=1. The yield is 0.143. (6) The reactants are C([O:4][CH2:5][C:6]1[C:7]([N:27]2[CH2:38][CH2:37][N:36]3[C:29](=[CH:30][C:31]4[CH2:32][C:33]([CH3:40])([CH3:39])[CH2:34][C:35]=43)[C:28]2=[O:41])=[N:8][CH:9]=[CH:10][C:11]=1[C:12]1[CH:17]=[C:16]([NH:18][C:19]2[CH:24]=[N:23][CH:22]=[CH:21][N:20]=2)[C:15](=[O:25])[N:14]([CH3:26])[CH:13]=1)(=O)C.[OH-].[Li+]. The catalyst is C(O)(C)C.C1COCC1.O. The product is [OH:4][CH2:5][C:6]1[C:7]([N:27]2[CH2:38][CH2:37][N:36]3[C:35]4[CH2:34][C:33]([CH3:39])([CH3:40])[CH2:32][C:31]=4[CH:30]=[C:29]3[C:28]2=[O:41])=[N:8][CH:9]=[CH:10][C:11]=1[C:12]1[CH:17]=[C:16]([NH:18][C:19]2[CH:24]=[N:23][CH:22]=[CH:21][N:20]=2)[C:15](=[O:25])[N:14]([CH3:26])[CH:13]=1. The yield is 0.350.